This data is from Full USPTO retrosynthesis dataset with 1.9M reactions from patents (1976-2016). The task is: Predict the reactants needed to synthesize the given product. (1) Given the product [F:17][C:5]1[C:6]([C:8]2[CH:13]=[CH:12][C:11]([F:14])=[CH:10][C:9]=2[O:15][CH3:16])=[N:7][C:2]([NH:23][C:22]2[CH:24]=[C:25]([CH2:27][S:28][CH3:29])[CH:26]=[C:20]([O:19][CH3:18])[CH:21]=2)=[N:3][CH:4]=1, predict the reactants needed to synthesize it. The reactants are: Cl[C:2]1[N:7]=[C:6]([C:8]2[CH:13]=[CH:12][C:11]([F:14])=[CH:10][C:9]=2[O:15][CH3:16])[C:5]([F:17])=[CH:4][N:3]=1.[CH3:18][O:19][C:20]1[CH:21]=[C:22]([CH:24]=[C:25]([CH2:27][S:28][CH3:29])[CH:26]=1)[NH2:23]. (2) Given the product [CH3:17][S:18]([C:21]1[CH:29]=[CH:28][C:24]([C:25]2[O:14][C:13]([C:3]3[C:4]([C:7]4[CH:12]=[CH:11][CH:10]=[CH:9][CH:8]=4)=[N:5][O:6][C:2]=3[CH3:1])=[N:15][N:16]=2)=[CH:23][CH:22]=1)(=[O:19])=[O:20], predict the reactants needed to synthesize it. The reactants are: [CH3:1][C:2]1[O:6][N:5]=[C:4]([C:7]2[CH:12]=[CH:11][CH:10]=[CH:9][CH:8]=2)[C:3]=1[C:13]([NH:15][NH2:16])=[O:14].[CH3:17][S:18]([C:21]1[CH:29]=[CH:28][C:24]([C:25](O)=O)=[CH:23][CH:22]=1)(=[O:20])=[O:19]. (3) Given the product [C:1]1([C:7]2[CH:12]=[C:11]([B:14]3[O:18][C:17]([CH3:20])([CH3:19])[C:16]([CH3:22])([CH3:21])[O:15]3)[CH:10]=[CH:9][N:8]=2)[CH:6]=[CH:5][CH:4]=[CH:3][CH:2]=1, predict the reactants needed to synthesize it. The reactants are: [C:1]1([C:7]2[CH:12]=[C:11](Br)[CH:10]=[CH:9][N:8]=2)[CH:6]=[CH:5][CH:4]=[CH:3][CH:2]=1.[B:14]1([B:14]2[O:18][C:17]([CH3:20])([CH3:19])[C:16]([CH3:22])([CH3:21])[O:15]2)[O:18][C:17]([CH3:20])([CH3:19])[C:16]([CH3:22])([CH3:21])[O:15]1.C([O-])(=O)C.[K+]. (4) Given the product [CH2:11]([N:4]1[C:5]([C:7]([O:9][CH3:10])=[O:8])=[CH:6][C:2]([OH:1])=[N:3]1)[C:12]1[CH:17]=[CH:16][CH:15]=[CH:14][CH:13]=1, predict the reactants needed to synthesize it. The reactants are: [OH:1][C:2]1[CH:6]=[C:5]([C:7]([O:9][CH3:10])=[O:8])[NH:4][N:3]=1.[CH2:11](Br)[C:12]1[CH:17]=[CH:16][CH:15]=[CH:14][CH:13]=1.C(=O)([O-])[O-].[K+].[K+].CN(C)C=O. (5) Given the product [CH3:1][C:2]1[S:3][C:4]([C:8]2[CH:13]=[CH:12][C:11]([NH:14][C:15]3[S:16][C:29]4[CH2:30][CH2:31][CH2:32][CH:27]([C:23]5[CH:24]=[CH:25][CH:26]=[CH:21][CH:22]=5)[C:28]=4[N:17]=3)=[CH:10][C:9]=2[O:18][CH3:19])=[C:5]([CH3:7])[N:6]=1, predict the reactants needed to synthesize it. The reactants are: [CH3:1][C:2]1[S:3][C:4]([C:8]2[CH:13]=[CH:12][C:11]([NH:14][C:15]([NH2:17])=[S:16])=[CH:10][C:9]=2[O:18][CH3:19])=[C:5]([CH3:7])[N:6]=1.Br[CH:21]1[CH2:26][CH2:25][CH2:24][CH:23]([C:27]2[CH:32]=[CH:31][CH:30]=[CH:29][CH:28]=2)[C:22]1=O. (6) Given the product [O:46]1[C:51]2[CH:52]=[CH:53][C:54]([CH2:56][CH2:57][NH:58][C:17]([CH:16]3[CH2:15][CH2:14][N:13]([CH3:20])[CH:12]3[C:10]3[CH:9]=[C:8]([CH3:21])[N:7]=[C:6]([N:1]4[CH:5]=[CH:4][N:3]=[CH:2]4)[N:11]=3)=[O:19])=[CH:55][C:50]=2[O:49][CH2:48][CH2:47]1, predict the reactants needed to synthesize it. The reactants are: [N:1]1([C:6]2[N:11]=[C:10]([CH:12]3[CH:16]([C:17]([OH:19])=O)[CH2:15][CH2:14][N:13]3[CH3:20])[CH:9]=[C:8]([CH3:21])[N:7]=2)[CH:5]=[CH:4][N:3]=[CH:2]1.CN(C(ON1N=NC2C=CC=CC1=2)=[N+](C)C)C.F[P-](F)(F)(F)(F)F.[O:46]1[C:51]2[CH:52]=[CH:53][C:54]([CH2:56][CH2:57][NH2:58])=[CH:55][C:50]=2[O:49][CH2:48][CH2:47]1.C(N(CC)CC)C. (7) Given the product [F:1][C:2]1[CH:3]=[CH:4][C:5]([C:8]2([C:12]3[CH:13]=[CH:14][C:15]([O:18][CH3:19])=[CH:16][CH:17]=3)[O:11][C:30]3[C:29]4[CH:47]=[C:48]([O:49][CH3:50])[C:26]([N:23]5[CH2:22][CH2:21][O:20][CH2:25][CH2:24]5)=[CH:27][C:28]=4[C:40]4[C:39]5[C:34](=[CH:35][CH:36]=[CH:37][CH:38]=5)[C:33]([CH2:41][CH2:42][CH2:43][CH3:44])([OH:45])[C:32]=4[C:31]=3[CH:10]=[CH:9]2)=[CH:6][CH:7]=1, predict the reactants needed to synthesize it. The reactants are: [F:1][C:2]1[CH:7]=[CH:6][C:5]([C:8]([C:12]2[CH:17]=[CH:16][C:15]([O:18][CH3:19])=[CH:14][CH:13]=2)([OH:11])[C:9]#[CH:10])=[CH:4][CH:3]=1.[O:20]1[CH2:25][CH2:24][N:23]([C:26]2[C:48]([O:49][CH3:50])=[CH:47][C:29]3[C:30](O)=[CH:31][C:32]4[C:33]([OH:45])([CH2:41][CH2:42][CH2:43][CH3:44])[C:34]5[CH:35]=[CH:36][CH:37]=[CH:38][C:39]=5[C:40]=4[C:28]=3[CH:27]=2)[CH2:22][CH2:21]1.FC(F)(F)C(O)=O.C(C1C=CC=CC=1S(O)(=O)=O)CCCCCCCCCCC. (8) Given the product [Si:40]([O:24][C@@H:14]([C@H:5]1[CH2:4][O:3][C:2]([CH3:25])([CH3:1])[N:6]1[C:7]([O:9][C:10]([CH3:11])([CH3:12])[CH3:13])=[O:8])[C@H:15]([C:20]([O:22][CH3:23])=[O:21])[C:16]([F:19])([F:17])[F:18])([C:43]([CH3:46])([CH3:45])[CH3:44])([CH3:42])[CH3:41], predict the reactants needed to synthesize it. The reactants are: [CH3:1][C:2]1([CH3:25])[N:6]([C:7]([O:9][C:10]([CH3:13])([CH3:12])[CH3:11])=[O:8])[C@@H:5]([C@H:14]([OH:24])[C@H:15]([C:20]([O:22][CH3:23])=[O:21])[C:16]([F:19])([F:18])[F:17])[CH2:4][O:3]1.N1C(C)=CC=CC=1C.FC(F)(F)S(O[Si:40]([C:43]([CH3:46])([CH3:45])[CH3:44])([CH3:42])[CH3:41])(=O)=O.